Dataset: Forward reaction prediction with 1.9M reactions from USPTO patents (1976-2016). Task: Predict the product of the given reaction. (1) Given the reactants C(N(CC)CC)C.Br[CH2:9][C:10]([C:12]1([C:15]2[CH:20]=[CH:19][C:18]([Cl:21])=[CH:17][CH:16]=2)[CH2:14][CH2:13]1)=[O:11].[CH3:22][N:23]1[CH:27]=[N:26][N:25]=[C:24]1[SH:28], predict the reaction product. The product is: [Cl:21][C:18]1[CH:19]=[CH:20][C:15]([C:12]2([C:10](=[O:11])[CH2:9][S:28][C:24]3[N:23]([CH3:22])[CH:27]=[N:26][N:25]=3)[CH2:14][CH2:13]2)=[CH:16][CH:17]=1. (2) Given the reactants [Br:1][C:2]1[CH:7]=[CH:6][C:5]([NH:8][C:9]2[C:17]([F:18])=[C:16]([F:19])[CH:15]=[CH:14][C:10]=2[C:11](O)=[O:12])=[C:4]([F:20])[CH:3]=1.C1CN([P+](O[N:38]2[N:46]=NC3C=CC=CC2=3)(N2CCCC2)N2CCCC2)CC1.F[P-](F)(F)(F)(F)F.NN, predict the reaction product. The product is: [Br:1][C:2]1[CH:7]=[CH:6][C:5]([NH:8][C:9]2[C:17]([F:18])=[C:16]([F:19])[CH:15]=[CH:14][C:10]=2[C:11]([NH:38][NH2:46])=[O:12])=[C:4]([F:20])[CH:3]=1. (3) Given the reactants FC(F)(F)C(O)=O.[CH2:8]([NH:12][C:13]1[NH:21][C:20]2[C:16]([N:17]=[C:18]([O:22][CH3:23])[N:19]=2)=[C:15]([NH2:24])[N:14]=1)[CH2:9][CH2:10][CH3:11].C(=O)([O-])[O-].[K+].[K+].Br[CH2:32][CH2:33][CH2:34][CH:35]1[CH2:39][CH2:38][O:37][CH2:36]1, predict the reaction product. The product is: [CH2:8]([NH:12][C:13]1[N:21]=[C:20]2[C:16]([N:17]=[C:18]([O:22][CH3:23])[N:19]2[CH2:32][CH2:33][CH2:34][CH:35]2[CH2:39][CH2:38][O:37][CH2:36]2)=[C:15]([NH2:24])[N:14]=1)[CH2:9][CH2:10][CH3:11]. (4) Given the reactants [Br-].[CH3:2][C:3]1[CH:4]=[N+:5]([CH2:13][C:14]([C:16]2[CH:21]=[CH:20][CH:19]=[CH:18][CH:17]=2)=[O:15])[C:6]2[C:11]([CH:12]=1)=[CH:10][CH:9]=[CH:8][CH:7]=2.BrCC(C1C=CC=CC=1)=O.[CH3:32][C:33]1[CH:34]=[N:35]C2C(C=1)=CC=CC=2, predict the reaction product. The product is: [C:14]([C:13]1[N:5]2[C:6]3[C:11]([CH:12]=[C:3]([CH3:2])[C:4]2=[C:33]([C:34]#[N:35])[CH:32]=1)=[CH:10][CH:9]=[CH:8][CH:7]=3)(=[O:15])[C:16]1[CH:21]=[CH:20][CH:19]=[CH:18][CH:17]=1.